Dataset: Full USPTO retrosynthesis dataset with 1.9M reactions from patents (1976-2016). Task: Predict the reactants needed to synthesize the given product. (1) The reactants are: [C:1]([O:5][C:6]([N:8]1[CH2:13][CH2:12][C:11]2[NH:14][N:15]=[C:16]([C:17]3[CH:22]=[CH:21][C:20]([Cl:23])=[C:19]([CH3:24])[CH:18]=3)[C:10]=2[CH2:9]1)=[O:7])([CH3:4])([CH3:3])[CH3:2].C([CH:27]1[O:29][CH2:28]1)Cl.[C:30](=O)([O-])[O-].[Cs+].[Cs+]. Given the product [C:1]([O:5][C:6]([N:8]1[CH2:13][CH2:12][C:11]2[N:14]([CH:28]3[CH2:27][O:29]3)[N:15]=[C:16]([C:17]3[CH:22]=[CH:21][C:20]([Cl:23])=[C:19]([CH3:24])[CH:18]=3)[C:10]=2[CH:9]1[CH3:30])=[O:7])([CH3:4])([CH3:3])[CH3:2], predict the reactants needed to synthesize it. (2) Given the product [Cl:1][C:2]1[CH:7]=[CH:6][C:5]([CH:8]2[CH2:13][C:12](=[O:14])[NH:11][C:10]([CH3:15])=[C:9]2[C:16]([NH:18][C:19]2[CH:20]=[C:21]3[C:25](=[CH:26][CH:27]=2)[NH:24][N:23]=[C:22]3[CH2:28][CH3:29])=[O:17])=[CH:4][C:3]=1[OH:30], predict the reactants needed to synthesize it. The reactants are: [Cl:1][C:2]1[CH:7]=[CH:6][C:5]([CH:8]2[CH2:13][C:12](=[O:14])[NH:11][C:10]([CH3:15])=[C:9]2[C:16]([NH:18][C:19]2[CH:20]=[C:21]3[C:25](=[CH:26][CH:27]=2)[NH:24][N:23]=[C:22]3[CH2:28][CH3:29])=[O:17])=[CH:4][C:3]=1[O:30]C.B(Cl)(Cl)Cl. (3) Given the product [CH:1]([C:4]1[N:8]([C:9]2[N:17]=[C:16]3[C:12]([N:13]=[C:14]([C:19]4([O:25][CH3:26])[CH2:24][CH2:23][CH2:22][N:21]([CH2:42][CH2:41][S:38]([CH3:37])(=[O:40])=[O:39])[CH2:20]4)[N:15]3[CH3:18])=[C:11]([N:27]3[CH2:28][CH2:29][O:30][CH2:31][CH2:32]3)[N:10]=2)[C:7]2[CH:33]=[CH:34][CH:35]=[CH:36][C:6]=2[N:5]=1)([CH3:3])[CH3:2], predict the reactants needed to synthesize it. The reactants are: [CH:1]([C:4]1[N:8]([C:9]2[N:17]=[C:16]3[C:12]([N:13]=[C:14]([C:19]4([O:25][CH3:26])[CH2:24][CH2:23][CH2:22][NH:21][CH2:20]4)[N:15]3[CH3:18])=[C:11]([N:27]3[CH2:32][CH2:31][O:30][CH2:29][CH2:28]3)[N:10]=2)[C:7]2[CH:33]=[CH:34][CH:35]=[CH:36][C:6]=2[N:5]=1)([CH3:3])[CH3:2].[CH3:37][S:38]([CH:41]=[CH2:42])(=[O:40])=[O:39]. (4) Given the product [F:29][C:27]1[CH:28]=[C:23]([C:2]2[CH:11]=[CH:10][N:9]=[C:8]3[C:3]=2[CH:4]=[CH:5][C:6]([C:12]([F:15])([F:14])[F:13])=[N:7]3)[CH:24]=[C:25]([C:30]2[CH:31]=[N:32][CH:33]=[CH:34][CH:35]=2)[CH:26]=1, predict the reactants needed to synthesize it. The reactants are: Cl[C:2]1[CH:11]=[CH:10][N:9]=[C:8]2[C:3]=1[CH:4]=[CH:5][C:6]([C:12]([F:15])([F:14])[F:13])=[N:7]2.CC1(C)COB([C:23]2[CH:24]=[C:25]([C:30]3[CH:31]=[N:32][CH:33]=[CH:34][CH:35]=3)[CH:26]=[C:27]([F:29])[CH:28]=2)OC1. (5) Given the product [CH3:14][C:8]([C:15]1[CH:20]=[C:19]([F:21])[CH:18]=[CH:17][C:16]=1[O:22][CH3:23])([CH3:7])[CH2:9][CH2:10][OH:11], predict the reactants needed to synthesize it. The reactants are: [H-].[Al+3].[Li+].[H-].[H-].[H-].[CH3:7][C:8]([C:15]1[CH:20]=[C:19]([F:21])[CH:18]=[CH:17][C:16]=1[O:22][CH3:23])([CH3:14])[CH2:9][C:10](OC)=[O:11].